Predict which catalyst facilitates the given reaction. From a dataset of Catalyst prediction with 721,799 reactions and 888 catalyst types from USPTO. (1) Reactant: [CH2:1]([O:3][CH2:4][C:5](Cl)=O)[CH3:2].[NH2:8][C:9]1[CH:10]=[N:11][C:12]2[C:17]([C:18]=1[NH:19][CH2:20][CH2:21][CH2:22][C:23]([O:25][CH2:26][CH3:27])=[O:24])=[CH:16][CH:15]=[CH:14][CH:13]=2.C(O)C.C(N(CC)CC)C. Product: [CH2:1]([O:3][CH2:4][C:5]1[N:19]([CH2:20][CH2:21][CH2:22][C:23]([O:25][CH2:26][CH3:27])=[O:24])[C:18]2[C:17]3[CH:16]=[CH:15][CH:14]=[CH:13][C:12]=3[N:11]=[CH:10][C:9]=2[N:8]=1)[CH3:2]. The catalyst class is: 4. (2) Reactant: [OH:1][C:2]1[CH:7]=[C:6]([CH3:8])[C:5]([C:9]2[N:10]=[C:11]([NH:14][C:15](=[O:22])[C:16]3[CH:21]=[CH:20][N:19]=[CH:18][CH:17]=3)[S:12][CH:13]=2)=[C:4]([CH3:23])[CH:3]=1.C(=O)([O-])[O-].[Cs+].[Cs+].Br[C:31]1[CH:32]=[CH:33][C:34]([N+:37]([O-:39])=[O:38])=[N:35][CH:36]=1. Product: [CH3:8][C:6]1[CH:7]=[C:2]([O:1][C:31]2[CH:36]=[N:35][C:34]([N+:37]([O-:39])=[O:38])=[CH:33][CH:32]=2)[CH:3]=[C:4]([CH3:23])[C:5]=1[C:9]1[N:10]=[C:11]([NH:14][C:15](=[O:22])[C:16]2[CH:21]=[CH:20][N:19]=[CH:18][CH:17]=2)[S:12][CH:13]=1. The catalyst class is: 3. (3) Reactant: [F:1][C:2]1[CH:7]=[CH:6][C:5]([O:8][CH3:9])=[CH:4][C:3]=1[C:10]1[CH:11]=[CH:12][C:13]([O:21][CH2:22][C:23]2[CH:24]=[C:25]([CH:33]=[CH:34][CH:35]=2)[O:26][CH2:27][C:28]([O:30]CC)=[O:29])=[N:14][C:15]=1[CH2:16][C:17]([CH3:20])([CH3:19])[CH3:18].[OH-].[Na+].Cl. Product: [CH3:18][C:17]([CH3:20])([CH3:19])[CH2:16][C:15]1[N:14]=[C:13]([O:21][CH2:22][C:23]2[CH:24]=[C:25]([CH:33]=[CH:34][CH:35]=2)[O:26][CH2:27][C:28]([OH:30])=[O:29])[CH:12]=[CH:11][C:10]=1[C:3]1[CH:4]=[C:5]([O:8][CH3:9])[CH:6]=[CH:7][C:2]=1[F:1]. The catalyst class is: 36. (4) Reactant: [OH:1][C:2]1[CH:11]=[CH:10][C:5]([C:6]([O:8][CH3:9])=[O:7])=[C:4]([C:12]([F:15])([F:14])[F:13])[CH:3]=1.S(=O)(=O)(O)O.[N+:21]([O-])([OH:23])=[O:22]. Product: [OH:1][C:2]1[C:11]([N+:21]([O-:23])=[O:22])=[CH:10][C:5]([C:6]([O:8][CH3:9])=[O:7])=[C:4]([C:12]([F:13])([F:14])[F:15])[CH:3]=1. The catalyst class is: 15. (5) Reactant: [CH:1]12[CH2:7][CH:5]([O:6]1)[CH2:4][N:3]([C:8]1[CH:17]=[C:16]3[C:11]([N:12]=[CH:13][CH:14]=[N:15]3)=[C:10]([O:18][CH:19]3[CH2:24][CH2:23][CH:22]([N:25]4C(=O)C5C(=CC=CC=5)C4=O)[CH2:21][CH2:20]3)[CH:9]=1)[CH2:2]2.O.NN. Product: [CH:5]12[CH2:7][CH:1]([O:6]1)[CH2:2][N:3]([C:8]1[CH:17]=[C:16]3[C:11]([N:12]=[CH:13][CH:14]=[N:15]3)=[C:10]([O:18][CH:19]3[CH2:20][CH2:21][CH:22]([NH2:25])[CH2:23][CH2:24]3)[CH:9]=1)[CH2:4]2. The catalyst class is: 14. (6) Reactant: Cl[C:2]1[CH:7]=[C:6]([C:8]2[CH:13]=[CH:12][C:11]([C:14]([F:17])([F:16])[F:15])=[CH:10][CH:9]=2)[N:5]=[CH:4][N:3]=1.[NH2:18][C:19]1[CH:20]=[CH:21][CH:22]=[C:23]2[C:28]=1[CH2:27][CH:26]([OH:29])[CH2:25][CH2:24]2. Product: [F:15][C:14]([F:17])([F:16])[C:11]1[CH:12]=[CH:13][C:8]([C:6]2[N:5]=[CH:4][N:3]=[C:2]([NH:18][C:19]3[CH:20]=[CH:21][CH:22]=[C:23]4[C:28]=3[CH2:27][CH:26]([OH:29])[CH2:25][CH2:24]4)[CH:7]=2)=[CH:9][CH:10]=1. The catalyst class is: 351. (7) The catalyst class is: 7. Product: [F:1][C:2]1[CH:7]=[CH:6][C:5]([C:8]2[S:12][C:11]([CH:13]3[CH2:14][CH2:15][N:16]([C:31](=[O:37])[N:48]([OH:49])[CH3:47])[CH2:17][CH2:18]3)=[N:10][C:9]=2[C:19]2[CH:20]=[CH:21][C:22]([O:25][CH3:26])=[CH:23][CH:24]=2)=[CH:4][CH:3]=1. Reactant: [F:1][C:2]1[CH:7]=[CH:6][C:5]([C:8]2[S:12][C:11]([CH:13]3[CH2:18][CH2:17][NH:16][CH2:15][CH2:14]3)=[N:10][C:9]=2[C:19]2[CH:24]=[CH:23][C:22]([O:25][CH3:26])=[CH:21][CH:20]=2)=[CH:4][CH:3]=1.ClC(Cl)(O[C:31](=[O:37])OC(Cl)(Cl)Cl)Cl.C(N(CC)CC)C.Cl.[CH3:47][NH:48][OH:49]. (8) Reactant: [O:1]1[C:5]([C:6]([CH:8]2[CH2:14][CH2:13][O:12][C:11]3[CH:15]=[C:16]([N:19]4[CH2:23][C@H:22]([CH2:24][NH:25][C:26](=[O:28])[CH3:27])[O:21][C:20]4=[O:29])[CH:17]=[CH:18][C:10]=3[C:9]2=O)=O)=[CH:4][CH:3]=[N:2]1.O.[NH2:32][NH2:33]. Product: [O:1]1[C:5]([C:6]2[C:8]3[CH2:14][CH2:13][O:12][C:11]4[CH:15]=[C:16]([N:19]5[CH2:23][C@H:22]([CH2:24][NH:25][C:26](=[O:28])[CH3:27])[O:21][C:20]5=[O:29])[CH:17]=[CH:18][C:10]=4[C:9]=3[NH:33][N:32]=2)=[CH:4][CH:3]=[N:2]1. The catalyst class is: 14.